This data is from Catalyst prediction with 721,799 reactions and 888 catalyst types from USPTO. The task is: Predict which catalyst facilitates the given reaction. (1) Reactant: [CH2:1]([N:8]([C:48]([O:50][CH2:51][C:52]1[CH:57]=[CH:56][CH:55]=[CH:54][CH:53]=1)=[O:49])[CH2:9][CH2:10][N:11]1[C:16]2[CH:17]=[C:18]([C:25]([N:27]([CH:41]([CH3:43])[CH3:42])[C@@H:28]3[CH2:33][CH2:32][CH2:31][N:30]([C:34]([O:36][C:37]([CH3:40])([CH3:39])[CH3:38])=[O:35])[CH2:29]3)=[O:26])[C:19]([C:21]([F:24])([F:23])[F:22])=[CH:20][C:15]=2[O:14][C:13]([CH2:45][OH:46])([CH3:44])[C:12]1=[O:47])[C:2]1[CH:7]=[CH:6][CH:5]=[CH:4][CH:3]=1.[O:58]1[CH:63]=[CH:62][CH2:61][CH2:60][CH2:59]1.C1(C)C=CC(S([O-])(=O)=O)=CC=1.[NH+]1C=CC=CC=1.O. Product: [CH2:1]([N:8]([C:48]([O:50][CH2:51][C:52]1[CH:53]=[CH:54][CH:55]=[CH:56][CH:57]=1)=[O:49])[CH2:9][CH2:10][N:11]1[C:16]2[CH:17]=[C:18]([C:25]([N:27]([CH:41]([CH3:42])[CH3:43])[C@@H:28]3[CH2:33][CH2:32][CH2:31][N:30]([C:34]([O:36][C:37]([CH3:40])([CH3:38])[CH3:39])=[O:35])[CH2:29]3)=[O:26])[C:19]([C:21]([F:24])([F:23])[F:22])=[CH:20][C:15]=2[O:14][C:13]([CH3:44])([CH2:45][O:46][CH:59]2[CH2:60][CH2:61][CH2:62][CH2:63][O:58]2)[C:12]1=[O:47])[C:2]1[CH:7]=[CH:6][CH:5]=[CH:4][CH:3]=1. The catalyst class is: 2. (2) Reactant: [CH:1]1([C:4]2[C:9]([N:10]3[C:14](=[O:15])[N:13]([CH3:16])[N:12]=[N:11]3)=[CH:8][C:7]([N:17]3C(=O)C4C(=CC=CC=4)C3=O)=[CH:6][C:5]=2[C:28]([F:31])([F:30])[F:29])[CH2:3][CH2:2]1. Product: [NH2:17][C:7]1[CH:6]=[C:5]([C:28]([F:31])([F:30])[F:29])[C:4]([CH:1]2[CH2:2][CH2:3]2)=[C:9]([N:10]2[C:14](=[O:15])[N:13]([CH3:16])[N:12]=[N:11]2)[CH:8]=1. The catalyst class is: 14. (3) Reactant: [F:1][C:2]1[CH:7]=[C:6]([F:8])[CH:5]=[CH:4][C:3]=1[C:9]1[N:10]=[C:11]([CH:26]2[CH2:31][CH2:30][N:29](C(OC(C)(C)C)=O)[CH2:28][CH2:27]2)[S:12][C:13]=1[C:14]1[CH:15]=[CH:16][C:17]2[N:18]([C:20]([CH:23]([CH3:25])[CH3:24])=[N:21][N:22]=2)[N:19]=1.C(O)(C(F)(F)F)=O.CCOCC. Product: [F:1][C:2]1[CH:7]=[C:6]([F:8])[CH:5]=[CH:4][C:3]=1[C:9]1[N:10]=[C:11]([CH:26]2[CH2:31][CH2:30][NH:29][CH2:28][CH2:27]2)[S:12][C:13]=1[C:14]1[CH:15]=[CH:16][C:17]2[N:18]([C:20]([CH:23]([CH3:25])[CH3:24])=[N:21][N:22]=2)[N:19]=1. The catalyst class is: 2.